Predict which catalyst facilitates the given reaction. From a dataset of Catalyst prediction with 721,799 reactions and 888 catalyst types from USPTO. Reactant: [CH:1]1([O:4][C:5]2[CH:12]=[C:11]([CH2:13][CH:14]=O)[CH:10]=[CH:9][C:6]=2[C:7]#[N:8])[CH2:3][CH2:2]1.[N:16]1([CH2:22][CH2:23][C:24]2[CH:33]=[CH:32][C:27]3[C:28](=[O:31])[O:29][CH2:30][C:26]=3[CH:25]=2)[CH2:21][CH2:20][NH:19][CH2:18][CH2:17]1.[BH-](OC(C)=O)(OC(C)=O)OC(C)=O.[Na+]. Product: [CH:1]1([O:4][C:5]2[CH:12]=[C:11]([CH2:13][CH2:14][N:19]3[CH2:20][CH2:21][N:16]([CH2:22][CH2:23][C:24]4[CH:33]=[CH:32][C:27]5[C:28](=[O:31])[O:29][CH2:30][C:26]=5[CH:25]=4)[CH2:17][CH2:18]3)[CH:10]=[CH:9][C:6]=2[C:7]#[N:8])[CH2:2][CH2:3]1. The catalyst class is: 2.